From a dataset of Catalyst prediction with 721,799 reactions and 888 catalyst types from USPTO. Predict which catalyst facilitates the given reaction. The catalyst class is: 345. Product: [ClH:1].[CH2:10]([O:13][C:14]1[CH:21]=[CH:20][CH:19]=[CH:18][C:15]=1[C:16]([NH2:2])=[NH:17])[CH2:11][CH3:12]. Reactant: [Cl-:1].[NH4+:2].C([Al](CC)CC)C.[CH2:10]([O:13][C:14]1[CH:21]=[CH:20][CH:19]=[CH:18][C:15]=1[C:16]#[N:17])[CH2:11][CH3:12].